Dataset: Forward reaction prediction with 1.9M reactions from USPTO patents (1976-2016). Task: Predict the product of the given reaction. Given the reactants [N+:1]([C:4]1[CH:5]=[C:6]([N:10]2[CH:14]=[C:13]([C:15]([OH:17])=O)[N:12]=[CH:11]2)[CH:7]=[CH:8][CH:9]=1)([O-:3])=[O:2].Cl.[CH3:19][NH:20][CH3:21].C(NC(C)C)(C)C.ON1C2N=CC=CC=2N=N1.Cl.CN(C)CCCN=C=NCC, predict the reaction product. The product is: [CH3:19][N:20]([CH3:21])[C:15]([C:13]1[N:12]=[CH:11][N:10]([C:6]2[CH:7]=[CH:8][CH:9]=[C:4]([N+:1]([O-:3])=[O:2])[CH:5]=2)[CH:14]=1)=[O:17].